Dataset: Catalyst prediction with 721,799 reactions and 888 catalyst types from USPTO. Task: Predict which catalyst facilitates the given reaction. (1) Reactant: [C:1]([Si:5]([CH3:17])([CH3:16])[O:6][CH:7]([C:10]1[CH:15]=[CH:14][CH:13]=[CH:12][CH:11]=1)[CH2:8][OH:9])([CH3:4])([CH3:3])[CH3:2].C(N(CC)CC)C.[CH3:25][S:26](Cl)(=[O:28])=[O:27]. Product: [C:1]([Si:5]([CH3:17])([CH3:16])[O:6][C@H:7]([C:10]1[CH:11]=[CH:12][CH:13]=[CH:14][CH:15]=1)[CH2:8][O:9][S:26]([CH3:25])(=[O:28])=[O:27])([CH3:4])([CH3:3])[CH3:2]. The catalyst class is: 4. (2) Product: [C:27]([CH2:26][CH2:25][O:24][C:7]1[C:6]([C:4]([OH:5])=[O:3])=[CH:14][CH:13]=[C:12]2[C:8]=1[C:9](/[CH:15]=[CH:16]/[C:17]1[CH:22]=[CH:21][C:20]([F:23])=[CH:19][CH:18]=1)=[N:10][NH:11]2)(=[O:29])[NH2:28]. The catalyst class is: 65. Reactant: C([O:3][C:4]([C:6]1[C:7]([O:24][CH2:25][CH2:26][C:27](=[O:29])[NH2:28])=[C:8]2[C:12](=[CH:13][CH:14]=1)[NH:11][N:10]=[C:9]2/[CH:15]=[CH:16]/[C:17]1[CH:22]=[CH:21][C:20]([F:23])=[CH:19][CH:18]=1)=[O:5])C.